From a dataset of NCI-60 drug combinations with 297,098 pairs across 59 cell lines. Regression. Given two drug SMILES strings and cell line genomic features, predict the synergy score measuring deviation from expected non-interaction effect. (1) Drug 1: CC1=C2C(C(=O)C3(C(CC4C(C3C(C(C2(C)C)(CC1OC(=O)C(C(C5=CC=CC=C5)NC(=O)C6=CC=CC=C6)O)O)OC(=O)C7=CC=CC=C7)(CO4)OC(=O)C)O)C)OC(=O)C. Drug 2: C(=O)(N)NO. Cell line: SNB-75. Synergy scores: CSS=12.4, Synergy_ZIP=-3.74, Synergy_Bliss=-0.942, Synergy_Loewe=-53.9, Synergy_HSA=-0.327. (2) Drug 1: C1=NC2=C(N1)C(=S)N=CN2. Drug 2: C1CC(=O)NC(=O)C1N2C(=O)C3=CC=CC=C3C2=O. Cell line: LOX IMVI. Synergy scores: CSS=56.6, Synergy_ZIP=-0.339, Synergy_Bliss=-1.69, Synergy_Loewe=-36.5, Synergy_HSA=-0.174. (3) Drug 1: C1=CC(=CC=C1CCC2=CNC3=C2C(=O)NC(=N3)N)C(=O)NC(CCC(=O)O)C(=O)O. Drug 2: CCC1(C2=C(COC1=O)C(=O)N3CC4=CC5=C(C=CC(=C5CN(C)C)O)N=C4C3=C2)O.Cl. Cell line: UO-31. Synergy scores: CSS=16.0, Synergy_ZIP=-13.5, Synergy_Bliss=-11.7, Synergy_Loewe=-9.22, Synergy_HSA=-7.66. (4) Drug 1: CCCS(=O)(=O)NC1=C(C(=C(C=C1)F)C(=O)C2=CNC3=C2C=C(C=N3)C4=CC=C(C=C4)Cl)F. Drug 2: CC1C(C(CC(O1)OC2CC(CC3=C2C(=C4C(=C3O)C(=O)C5=C(C4=O)C(=CC=C5)OC)O)(C(=O)C)O)N)O.Cl. Cell line: SR. Synergy scores: CSS=68.9, Synergy_ZIP=5.93, Synergy_Bliss=9.29, Synergy_Loewe=-17.1, Synergy_HSA=11.2. (5) Drug 1: CS(=O)(=O)CCNCC1=CC=C(O1)C2=CC3=C(C=C2)N=CN=C3NC4=CC(=C(C=C4)OCC5=CC(=CC=C5)F)Cl. Drug 2: C1CC(=O)NC(=O)C1N2C(=O)C3=CC=CC=C3C2=O. Cell line: OVCAR-4. Synergy scores: CSS=-3.80, Synergy_ZIP=2.30, Synergy_Bliss=1.93, Synergy_Loewe=-3.58, Synergy_HSA=-3.72. (6) Drug 1: CC1=C2C(C(=O)C3(C(CC4C(C3C(C(C2(C)C)(CC1OC(=O)C(C(C5=CC=CC=C5)NC(=O)C6=CC=CC=C6)O)O)OC(=O)C7=CC=CC=C7)(CO4)OC(=O)C)O)C)OC(=O)C. Drug 2: B(C(CC(C)C)NC(=O)C(CC1=CC=CC=C1)NC(=O)C2=NC=CN=C2)(O)O. Cell line: SR. Synergy scores: CSS=71.2, Synergy_ZIP=-3.82, Synergy_Bliss=-10.2, Synergy_Loewe=-12.1, Synergy_HSA=-10.7. (7) Drug 1: C1CN1P(=S)(N2CC2)N3CC3. Drug 2: CC1CCC2CC(C(=CC=CC=CC(CC(C(=O)C(C(C(=CC(C(=O)CC(OC(=O)C3CCCCN3C(=O)C(=O)C1(O2)O)C(C)CC4CCC(C(C4)OC)O)C)C)O)OC)C)C)C)OC. Cell line: NCI/ADR-RES. Synergy scores: CSS=11.3, Synergy_ZIP=-3.43, Synergy_Bliss=0.286, Synergy_Loewe=0.584, Synergy_HSA=0.747. (8) Drug 1: CC(C1=C(C=CC(=C1Cl)F)Cl)OC2=C(N=CC(=C2)C3=CN(N=C3)C4CCNCC4)N. Drug 2: CC12CCC3C(C1CCC2O)C(CC4=C3C=CC(=C4)O)CCCCCCCCCS(=O)CCCC(C(F)(F)F)(F)F. Cell line: EKVX. Synergy scores: CSS=2.29, Synergy_ZIP=-2.61, Synergy_Bliss=-2.32, Synergy_Loewe=-4.01, Synergy_HSA=-2.03.